Task: Regression. Given two drug SMILES strings and cell line genomic features, predict the synergy score measuring deviation from expected non-interaction effect.. Dataset: NCI-60 drug combinations with 297,098 pairs across 59 cell lines (1) Drug 1: CS(=O)(=O)C1=CC(=C(C=C1)C(=O)NC2=CC(=C(C=C2)Cl)C3=CC=CC=N3)Cl. Drug 2: CN1C(=O)N2C=NC(=C2N=N1)C(=O)N. Cell line: MCF7. Synergy scores: CSS=4.40, Synergy_ZIP=0.337, Synergy_Bliss=2.66, Synergy_Loewe=-8.53, Synergy_HSA=-2.79. (2) Drug 1: C1=NC2=C(N=C(N=C2N1C3C(C(C(O3)CO)O)F)Cl)N. Drug 2: CCCCC(=O)OCC(=O)C1(CC(C2=C(C1)C(=C3C(=C2O)C(=O)C4=C(C3=O)C=CC=C4OC)O)OC5CC(C(C(O5)C)O)NC(=O)C(F)(F)F)O. Cell line: SR. Synergy scores: CSS=47.9, Synergy_ZIP=0.581, Synergy_Bliss=-3.32, Synergy_Loewe=-7.59, Synergy_HSA=-7.02. (3) Drug 1: C1CCC(CC1)NC(=O)N(CCCl)N=O. Drug 2: CC(C)NC(=O)C1=CC=C(C=C1)CNNC.Cl. Cell line: KM12. Synergy scores: CSS=20.6, Synergy_ZIP=4.68, Synergy_Bliss=1.23, Synergy_Loewe=5.40, Synergy_HSA=7.93. (4) Drug 1: CC1C(C(CC(O1)OC2CC(CC3=C2C(=C4C(=C3O)C(=O)C5=C(C4=O)C(=CC=C5)OC)O)(C(=O)CO)O)N)O.Cl. Drug 2: B(C(CC(C)C)NC(=O)C(CC1=CC=CC=C1)NC(=O)C2=NC=CN=C2)(O)O. Cell line: HL-60(TB). Synergy scores: CSS=44.4, Synergy_ZIP=1.47, Synergy_Bliss=3.32, Synergy_Loewe=-19.7, Synergy_HSA=2.21. (5) Drug 1: CC1OCC2C(O1)C(C(C(O2)OC3C4COC(=O)C4C(C5=CC6=C(C=C35)OCO6)C7=CC(=C(C(=C7)OC)O)OC)O)O. Drug 2: CCCS(=O)(=O)NC1=C(C(=C(C=C1)F)C(=O)C2=CNC3=C2C=C(C=N3)C4=CC=C(C=C4)Cl)F. Synergy scores: CSS=11.3, Synergy_ZIP=9.52, Synergy_Bliss=9.42, Synergy_Loewe=1.36, Synergy_HSA=3.59. Cell line: NCI-H322M. (6) Drug 1: CC1C(C(CC(O1)OC2CC(OC(C2O)C)OC3=CC4=CC5=C(C(=O)C(C(C5)C(C(=O)C(C(C)O)O)OC)OC6CC(C(C(O6)C)O)OC7CC(C(C(O7)C)O)OC8CC(C(C(O8)C)O)(C)O)C(=C4C(=C3C)O)O)O)O. Synergy scores: CSS=38.3, Synergy_ZIP=0.464, Synergy_Bliss=0.939, Synergy_Loewe=-45.1, Synergy_HSA=-0.0969. Cell line: MCF7. Drug 2: CS(=O)(=O)OCCCCOS(=O)(=O)C. (7) Drug 1: C1=CC(=CC=C1CC(C(=O)O)N)N(CCCl)CCCl.Cl. Drug 2: C1C(C(OC1N2C=C(C(=O)NC2=O)F)CO)O. Cell line: UACC62. Synergy scores: CSS=15.7, Synergy_ZIP=-14.3, Synergy_Bliss=-13.3, Synergy_Loewe=-17.0, Synergy_HSA=-9.82. (8) Cell line: BT-549. Drug 2: C1C(C(OC1N2C=NC(=NC2=O)N)CO)O. Drug 1: C1=NC2=C(N=C(N=C2N1C3C(C(C(O3)CO)O)O)F)N. Synergy scores: CSS=15.6, Synergy_ZIP=-3.01, Synergy_Bliss=2.14, Synergy_Loewe=-5.96, Synergy_HSA=-0.151. (9) Synergy scores: CSS=0.929, Synergy_ZIP=4.07, Synergy_Bliss=-1.65, Synergy_Loewe=-1.97, Synergy_HSA=-1.45. Drug 1: CC1=CC=C(C=C1)C2=CC(=NN2C3=CC=C(C=C3)S(=O)(=O)N)C(F)(F)F. Drug 2: C1CN(P(=O)(OC1)NCCCl)CCCl. Cell line: 786-0.